From a dataset of Drug-target binding data from BindingDB using IC50 measurements. Regression. Given a target protein amino acid sequence and a drug SMILES string, predict the binding affinity score between them. We predict pIC50 (pIC50 = -log10(IC50 in M); higher means more potent). Dataset: bindingdb_ic50. (1) The small molecule is CC(=O)N1CCCC1(Cc1ccccc1)C1=N[C@H](c2ccccc2)CO1. The target protein (Q63633) has sequence MSRRFTVTSLPPAASAASADPESRRHSVADPRRLPREDVKGDGNPKESSPFINSTDTEKGREYDGRNMALFEEEMDTSPMVSSLLSGLANYTNLPQGSKEHEEAENNEGGKKKPVQAPRMGTFMGVYLPCLQNIFGVILFLRLTWVVGIAGIMESFCMVFICCSCTMLTAISMSAIATNGVVPAGGSYYMISRSLGPEFGGAVGLCFYLGTTFAGAMYILGTIEILLAYLFPAMAIFKAEDASGEAAAMLNNMRVYGTCVLTCMATVVFVGVKYVNKFALVFLGCVILSILAIYAGVIKSAFDPPNFPICLLGNRTLSRHGFDVCAKLAWEGNETVTTRLWGLFCSSRLLNATCDEYFTRNNVTEIQGIPGAASGLIKENLWSSYLTKGVIVERRGMPSVGLADGTPVDMDHPYVFSDMTSYFTLLVGIYFPSVTGIMAGSNRSGDLRDAQKSIPTGTILAIATTSAVYISSVVLFGACIEGVVLRDKFGEAVNGNLVVG.... The pIC50 is 5.9. (2) The drug is Cc1csc2nc([C@H](C)NC(=O)/C=C/c3ccc(N(C)C)cc3)oc(=O)c12. The target protein (P89449) has sequence MASAEMRERLEAPLPDRAVPIYVAGFLALYDSGDPGELALDPDTVRAALPPENPLPINVDHRARCEVGRVLAVVNDPRGPFFVGLIACVQLERVLETAASAAIFERRGPALSREERLLYLITNYLPSVSLSTKRRGDEVPPDRTLFAHVALCAIGRRLGTIVTYDTSLDAAIAPFRHLDPATREGVRREAAEAELALAGRTWAPGVEALTHTLLSTAVNNMMLRDRWSLVAERRRQAGIAGHTYLQASEKFKIWGAESAPAPERGYKTGAPGAMDTSPAASVPAPQVAVRARQVASSSSSSSFPAPADMNPVSASGAPAPPPPGDGSYLWIPASHYNQLVTGQSAPRHPPLTACGLPAAGTVAYGHPGAGPSPHYPPPPAHPYPGMLFAGPSPLEAQIAALVGAIAADRQAGGLPAAAGDHGIRGSAKRRRHEVEQPEYDCGRDEPDRDFPYYPGEARPEPRPVDSRRAARQASGPHETITALVGAVTSLQQELAHMRAR.... The pIC50 is 6.2. (3) The compound is O=C(O)c1cc(/C=C/c2ccc3ccc(C(=O)O)c(O)c3n2)ccc1O. The target protein (P03354) has sequence MEAVIKVISSACKTYCGKTSPSKKEIGAMLSLLQKEGLLMSPSDLYSPGSWDPITAALSQRAMILGKSGELKTWGLVLGALKAAREEQVTSEQAKFWLGLGGGRVSPPGPECIEKPATERRIDKGEEVGETTVQRDAKMAPEETATPKTVGTSCYHCGTAIGCNCATASAPPPPYVGSGLYPSLAGVGEQQGQGGDTPPGAEQSRAEPGHAGQAPGPALTDWARVREELASTGPPVVAMPVVIKTEGPAWTPLEPKLITRLADTVRTKGLRSPITMAEVEALMSSPLLPHDVTNLMRVILGPAPYALWMDAWGVQLQTVIAAATRDPRHPANGQGRGERTNLNRLKGLADGMVGNPQGQAALLRPGELVAITASALQAFREVARLAEPAGPWADIMQGPSESFVDFANRLIKAVEGSDLPPSARAPVIIDCFRQKSQPDIQQLIRTAPSTLTTPGEIIKYVLDRQKTAPLTDQGIAAAMSSAIQPLIMAVVNRERDGQTG.... The pIC50 is 5.1. (4) The drug is NCC(=O)N[C@H]1CCC(=O)N(CC(=O)O)C1=O. The target protein (P15144) has sequence MAKGFYISKSLGILGILLGVAAVCTIIALSVVYSQEKNKNANSSPVASTTPSASATTNPASATTLDQSKAWNRYRLPNTLKPDSYRVTLRPYLTPNDRGLYVFKGSSTVRFTCKEATDVIIIHSKKLNYTLSQGHRVVLRGVGGSQPPDIDKTELVEPTEYLVVHLKGSLVKDSQYEMDSEFEGELADDLAGFYRSEYMEGNVRKVVATTQMQAADARKSFPCFDEPAMKAEFNITLIHPKDLTALSNMLPKGPSTPLPEDPNWNVTEFHTTPKMSTYLLAFIVSEFDYVEKQASNGVLIRIWARPSAIAAGHGDYALNVTGPILNFFAGHYDTPYPLPKSDQIGLPDFNAGAMENWGLVTYRENSLLFDPLSSSSSNKERVVTVIAHELAHQWFGNLVTIEWWNDLWLNEGFASYVEYLGADYAEPTWNLKDLMVLNDVYRVMAVDALASSHPLSTPASEINTPAQISELFDAISYSKGASVLRMLSSFLSEDVFKQGL.... The pIC50 is 4.8. (5) The target protein sequence is CVSASPSTLARLVSRSAMPAGSSTAWNTAFSPMARCQVTKTIGGGDDSFNTFFSETGAGKHVPRAVFVDLEPTVIDEVRTGTYRSSSTLSSSSQAKKMP. The pIC50 is 5.7. The compound is COc1ccc(C2=NN(C(=O)c3cc(OC)c(OC)c(OC)c3)C(c3ccc4c(c3)OCO4)C2)cc1OC. (6) The compound is COc1ccc2oc(C(=O)OCC(=O)Nc3cc(S(=O)(=O)N4CCOCC4)ccc3C)c(C)c2c1. The target protein (P03206) has sequence MMDPNSTSEDVKFTPDPYQVPFVQAFDQATRVYQDLGGPSQAPLPCVLWPVLPEPLPQGQLTAYHVSTAPTGSWFSAPQPAPENAYQAYAAPQLFPVSDITQNQQTNQAGGEAPQPGDNSTVQTAAAVVFACPGANQGQQLADIGVPQPAPVAAPARRTRKPQQPESLEECDSELEIKRYKNRVASRKCRAKFKQLLQHYREVAAAKSSENDRLRLLLKQMCPSLDVDSIIPRTPDVLHEDLLNF. The pIC50 is 4.0. (7) The compound is CS(=O)(=O)NC(=O)CCCc1c(-c2ccc(F)cc2)[nH]c2ccc(C#N)cc12. The target protein (P35344) has sequence MQEFTWENYSYEDFFGDFSNYSYSTDLPPTLLDSAPCRSESLETNSYVVLITYILVFLLSLLGNSLVMLVILYSRSTCSVTDVYLLNLAIADLLFATTLPIWAASKVHGWTFGTPLCKVVSLVKEVNFYSGILLLACISVDRYLAIVHATRTMIQKRHLVKFICLSMWGVSLILSLPILLFRNAIFPPNSSPVCYEDMGNSTAKWRMVLRILPQTFGFILPLLVMLFCYVFTLRTLFQAHMGQKHRAMRVIFAVVLIFLLCWLPYNLVLLTDTLMRTHVIQETCERRNDIDRALDATEILGFLHSCLNPIIYAFIGQKFRYGLLKILAAHGLISKEFLAKESRPSFVASSSGNTSTTL. The pIC50 is 5.7.